This data is from Peptide-MHC class I binding affinity with 185,985 pairs from IEDB/IMGT. The task is: Regression. Given a peptide amino acid sequence and an MHC pseudo amino acid sequence, predict their binding affinity value. This is MHC class I binding data. (1) The binding affinity (normalized) is 0.465. The peptide sequence is EELKSLFNTV. The MHC is HLA-A68:02 with pseudo-sequence HLA-A68:02. (2) The peptide sequence is ISRDELWAR. The MHC is HLA-A68:01 with pseudo-sequence HLA-A68:01. The binding affinity (normalized) is 0.367. (3) The peptide sequence is VTPTSPTENT. The MHC is Mamu-A01 with pseudo-sequence Mamu-A01. The binding affinity (normalized) is 0.262. (4) The peptide sequence is AILAGEHKC. The MHC is HLA-A26:01 with pseudo-sequence HLA-A26:01. The binding affinity (normalized) is 0.0847. (5) The peptide sequence is YHEDIHTYL. The MHC is HLA-A03:01 with pseudo-sequence HLA-A03:01. The binding affinity (normalized) is 0.0847. (6) The peptide sequence is AISDPCMGL. The MHC is HLA-A69:01 with pseudo-sequence HLA-A69:01. The binding affinity (normalized) is 0.0847. (7) The peptide sequence is KLVALGINAV. The MHC is HLA-A31:01 with pseudo-sequence HLA-A31:01. The binding affinity (normalized) is 0.120.